From a dataset of Retrosynthesis with 50K atom-mapped reactions and 10 reaction types from USPTO. Predict the reactants needed to synthesize the given product. (1) Given the product CC(C)c1ccc(N(C(C)C(C)C)S(=O)(=O)c2ccc(OCC3CCOCC3)cc2)nc1, predict the reactants needed to synthesize it. The reactants are: CC(C)c1ccc(N(C(C)C(C)C)S(=O)(=O)c2ccc(F)cc2)nc1.OCC1CCOCC1. (2) Given the product COc1ccc(Nc2ncc(C=O)cc2-c2nc(C)nc3c2ncn3C2CCCCO2)cn1, predict the reactants needed to synthesize it. The reactants are: COc1ccc(Nc2ncc(C3OCCO3)cc2-c2nc(C)nc3c2ncn3C2CCCCO2)cn1. (3) Given the product CC(C)(C)c1ccc2c(=O)n(-c3cccc(Br)c3C=O)ncc2c1, predict the reactants needed to synthesize it. The reactants are: CC(C)(C)c1ccc2c(=O)[nH]ncc2c1.O=Cc1c(Br)cccc1Br. (4) Given the product CCOC(=O)c1ncc(Cc2ccc(F)cc2)cc1NCCN1CCCS1(=O)=O, predict the reactants needed to synthesize it. The reactants are: CCOC(=O)c1ncc(Cc2ccc(F)cc2)cc1N.O=CCN1CCCS1(=O)=O.